Dataset: Reaction yield outcomes from USPTO patents with 853,638 reactions. Task: Predict the reaction yield, written as a fraction of the theoretical maximum amount of product (1.0 means a 100% yield; for example, 0.34 means a 34% yield). (1) The product is [NH2:20][C:11]1[CH:10]=[C:9]([O:8][CH2:1][C:2]2[CH:7]=[CH:6][CH:5]=[CH:4][CH:3]=2)[C:14]([O:15][CH3:16])=[CH:13][C:12]=1[C:17](=[O:19])[CH3:18]. The catalyst is [Zn].O. The reactants are [CH2:1]([O:8][C:9]1[C:14]([O:15][CH3:16])=[CH:13][C:12]([C:17](=[O:19])[CH3:18])=[C:11]([N+:20]([O-])=O)[CH:10]=1)[C:2]1[CH:7]=[CH:6][CH:5]=[CH:4][CH:3]=1.[Cl-].[NH4+].C(O)C. The yield is 0.860. (2) The reactants are [F:1][C:2]1[CH:7]=[CH:6][C:5]([C@H:8]([CH2:28][CH2:29]N2CC(N3CCC(O)CC3)C2)[CH2:9][N:10]([CH3:27])[C:11](=[O:26])[C:12]2[CH:17]=[C:16](C(F)(F)F)[CH:15]=[C:14](C(F)(F)F)[CH:13]=2)=[CH:4][CH:3]=1.[ClH:41].[ClH:42].[NH:43]1[CH2:46][CH:45]([N:47]2[CH2:52][CH2:51][O:50][CH2:49][CH2:48]2)[CH2:44]1.CCN(C(C)C)C(C)C.C(O[BH-](OC(=O)C)OC(=O)C)(=O)C.[Na+]. The catalyst is C(Cl)Cl.C(O)(=O)C. The product is [Cl:41][C:14]1[CH:13]=[C:12]([CH:17]=[C:16]([Cl:42])[CH:15]=1)[C:11]([N:10]([CH2:9][C@H:8]([C:5]1[CH:6]=[CH:7][C:2]([F:1])=[CH:3][CH:4]=1)[CH2:28][CH2:29][N:43]1[CH2:46][CH:45]([N:47]2[CH2:52][CH2:51][O:50][CH2:49][CH2:48]2)[CH2:44]1)[CH3:27])=[O:26]. The yield is 0.630. (3) The reactants are [CH3:1][C:2]([CH3:21])([CH3:20])[C@@H:3]([N:7]1[C:16](=[O:17])[C:15]2=[CH:18][NH:19][C:13]3[C:14]2=[C:9]([CH:10]=[CH:11][N:12]=3)[CH2:8]1)[C:4](O)=[O:5].C1C=[C:26]2[N:28]=N[N:30](O)[C:25]2=CC=1.O.CCN=C=NCCCN(C)C.Cl.NCC#N.CN1CCOCC1. The catalyst is CN(C=O)C. The product is [C:26]([CH2:25][NH:30][C:4](=[O:5])[C@H:3]([N:7]1[C:16](=[O:17])[C:15]2=[CH:18][NH:19][C:13]3[C:14]2=[C:9]([CH:10]=[CH:11][N:12]=3)[CH2:8]1)[C:2]([CH3:20])([CH3:21])[CH3:1])#[N:28]. The yield is 0.590.